This data is from NCI-60 drug combinations with 297,098 pairs across 59 cell lines. The task is: Regression. Given two drug SMILES strings and cell line genomic features, predict the synergy score measuring deviation from expected non-interaction effect. (1) Drug 1: COC1=C2C(=CC3=C1OC=C3)C=CC(=O)O2. Drug 2: COCCOC1=C(C=C2C(=C1)C(=NC=N2)NC3=CC=CC(=C3)C#C)OCCOC.Cl. Cell line: SN12C. Synergy scores: CSS=-0.648, Synergy_ZIP=7.80, Synergy_Bliss=2.90, Synergy_Loewe=-12.5, Synergy_HSA=-9.07. (2) Drug 1: CC1=C2C(C(=O)C3(C(CC4C(C3C(C(C2(C)C)(CC1OC(=O)C(C(C5=CC=CC=C5)NC(=O)C6=CC=CC=C6)O)O)OC(=O)C7=CC=CC=C7)(CO4)OC(=O)C)O)C)OC(=O)C. Drug 2: CC(C)(C#N)C1=CC(=CC(=C1)CN2C=NC=N2)C(C)(C)C#N. Cell line: MCF7. Synergy scores: CSS=38.4, Synergy_ZIP=6.82, Synergy_Bliss=-3.21, Synergy_Loewe=25.9, Synergy_HSA=-2.36. (3) Drug 1: C1CCC(C1)C(CC#N)N2C=C(C=N2)C3=C4C=CNC4=NC=N3. Drug 2: CC1=C(C=C(C=C1)NC2=NC=CC(=N2)N(C)C3=CC4=NN(C(=C4C=C3)C)C)S(=O)(=O)N.Cl. Cell line: TK-10. Synergy scores: CSS=18.2, Synergy_ZIP=-0.840, Synergy_Bliss=9.13, Synergy_Loewe=4.95, Synergy_HSA=8.33. (4) Drug 1: CN(C)N=NC1=C(NC=N1)C(=O)N. Drug 2: CC1=C2C(C(=O)C3(C(CC4C(C3C(C(C2(C)C)(CC1OC(=O)C(C(C5=CC=CC=C5)NC(=O)OC(C)(C)C)O)O)OC(=O)C6=CC=CC=C6)(CO4)OC(=O)C)O)C)O. Cell line: SF-295. Synergy scores: CSS=27.2, Synergy_ZIP=-7.45, Synergy_Bliss=-3.06, Synergy_Loewe=-19.1, Synergy_HSA=0.0219. (5) Drug 1: CC=C1C(=O)NC(C(=O)OC2CC(=O)NC(C(=O)NC(CSSCCC=C2)C(=O)N1)C(C)C)C(C)C. Drug 2: C1CN(P(=O)(OC1)NCCCl)CCCl. Cell line: CAKI-1. Synergy scores: CSS=21.8, Synergy_ZIP=-0.597, Synergy_Bliss=-6.86, Synergy_Loewe=-23.0, Synergy_HSA=-8.21. (6) Drug 1: CCC1=CC2CC(C3=C(CN(C2)C1)C4=CC=CC=C4N3)(C5=C(C=C6C(=C5)C78CCN9C7C(C=CC9)(C(C(C8N6C)(C(=O)OC)O)OC(=O)C)CC)OC)C(=O)OC.C(C(C(=O)O)O)(C(=O)O)O. Drug 2: CN(C)C1=NC(=NC(=N1)N(C)C)N(C)C. Cell line: A549. Synergy scores: CSS=41.2, Synergy_ZIP=1.06, Synergy_Bliss=3.55, Synergy_Loewe=-45.2, Synergy_HSA=0.535. (7) Drug 1: C1CNP(=O)(OC1)N(CCCl)CCCl. Drug 2: C(CCl)NC(=O)N(CCCl)N=O. Cell line: NCIH23. Synergy scores: CSS=-3.97, Synergy_ZIP=-3.71, Synergy_Bliss=-14.3, Synergy_Loewe=-12.0, Synergy_HSA=-14.8. (8) Drug 1: C1=CC=C(C(=C1)C(C2=CC=C(C=C2)Cl)C(Cl)Cl)Cl. Drug 2: CS(=O)(=O)OCCCCOS(=O)(=O)C. Cell line: PC-3. Synergy scores: CSS=4.82, Synergy_ZIP=-3.40, Synergy_Bliss=-2.24, Synergy_Loewe=-0.327, Synergy_HSA=-0.0231.